This data is from Catalyst prediction with 721,799 reactions and 888 catalyst types from USPTO. The task is: Predict which catalyst facilitates the given reaction. (1) Product: [Cl:1][C:2]1[CH:3]=[CH:4][C:5]2[N:6]([C:8]([C:11]([C:13]3[CH:14]=[C:15]4[C:19](=[CH:20][CH:21]=3)[N:18]([CH3:22])[N:17]=[CH:16]4)([OH:12])[CH3:23])=[CH:9][N:10]=2)[N:7]=1. The catalyst class is: 1. Reactant: [Cl:1][C:2]1[CH:3]=[CH:4][C:5]2[N:6]([C:8]([C:11]([C:13]3[CH:14]=[C:15]4[C:19](=[CH:20][CH:21]=3)[N:18]([CH3:22])[N:17]=[CH:16]4)=[O:12])=[CH:9][N:10]=2)[N:7]=1.[CH3:23][Mg]I. (2) The catalyst class is: 4. Product: [C:28](=[O:29])([O:19][CH2:18][C:10]1[N:11]=[C:12]2[CH:17]=[CH:16][CH:15]=[CH:14][N:13]2[C:9]=1[C:8]#[C:7][C:1]1[CH:2]=[CH:3][CH:4]=[CH:5][CH:6]=1)[O:30][CH2:31][CH:32]([CH3:34])[CH3:33]. Reactant: [C:1]1([C:7]#[C:8][C:9]2[N:13]3[CH:14]=[CH:15][CH:16]=[CH:17][C:12]3=[N:11][C:10]=2[CH2:18][OH:19])[CH:6]=[CH:5][CH:4]=[CH:3][CH:2]=1.C(N(CC)CC)C.Cl[C:28]([O:30][CH2:31][CH:32]([CH3:34])[CH3:33])=[O:29]. (3) Reactant: [Cl:1][C:2]1[CH:7]=[CH:6][C:5]([CH2:8][CH2:9][NH2:10])=[CH:4][CH:3]=1.CCN(C(C)C)C(C)C.[F:20][C:21]1[CH:29]=[CH:28][C:24]([C:25](Cl)=[O:26])=[CH:23][CH:22]=1. Product: [Cl:1][C:2]1[CH:7]=[CH:6][C:5]([CH2:8][CH2:9][NH:10][C:25](=[O:26])[C:24]2[CH:28]=[CH:29][C:21]([F:20])=[CH:22][CH:23]=2)=[CH:4][CH:3]=1. The catalyst class is: 2. (4) Reactant: [C:1]([O:5][C:6]([N:8]1[CH2:12][CH2:11][C@H:10]([NH2:13])[CH2:9]1)=[O:7])([CH3:4])([CH3:3])[CH3:2].Cl[CH2:15][CH2:16][CH2:17][CH2:18][O:19][C:20]1[CH:25]=[CH:24][CH:23]=[CH:22][N:21]=1.C(=O)([O-])[O-].[K+].[K+].[I-].[Na+]. Product: [C:1]([O:5][C:6]([N:8]1[CH2:12][CH2:11][C@H:10]([NH:13][CH2:15][CH2:16][CH2:17][CH2:18][O:19][C:20]2[CH:25]=[CH:24][CH:23]=[CH:22][N:21]=2)[CH2:9]1)=[O:7])([CH3:4])([CH3:2])[CH3:3]. The catalyst class is: 647. (5) Reactant: [OH:1][C:2]1[CH:11]=[C:10]2[C:5]([CH:6]=[C:7]([C:13]3[CH:18]=[CH:17][C:16]([O:19]C)=[CH:15][CH:14]=3)[C:8](=[O:12])[O:9]2)=[CH:4][CH:3]=1.B(Br)(Br)Br. Product: [OH:1][C:2]1[CH:11]=[C:10]2[C:5]([CH:6]=[C:7]([C:13]3[CH:18]=[CH:17][C:16]([OH:19])=[CH:15][CH:14]=3)[C:8](=[O:12])[O:9]2)=[CH:4][CH:3]=1. The catalyst class is: 4. (6) Reactant: Cl[C:2]1[CH:3]=[CH:4][C:5]2[N:6]([C:8]([N+:11]([O-:13])=[O:12])=[CH:9][N:10]=2)[N:7]=1.[F:14][C:15]1[CH:16]=[C:17]([CH:21]2[CH2:26][CH2:25][CH2:24][CH2:23][NH:22]2)[CH:18]=[CH:19][CH:20]=1.C(N(C(C)C)C(C)C)C.C(O)CCC. Product: [F:14][C:15]1[CH:16]=[C:17]([CH:21]2[CH2:26][CH2:25][CH2:24][CH2:23][N:22]2[C:2]2[CH:3]=[CH:4][C:5]3[N:6]([C:8]([N+:11]([O-:13])=[O:12])=[CH:9][N:10]=3)[N:7]=2)[CH:18]=[CH:19][CH:20]=1. The catalyst class is: 238.